This data is from Full USPTO retrosynthesis dataset with 1.9M reactions from patents (1976-2016). The task is: Predict the reactants needed to synthesize the given product. Given the product [Br:1][C:2]1[CH:3]=[CH:4][C:5]([C:8]2[S:12][C:11]([CH3:13])=[N:10][C:9]=2[C:14]2[CH:15]=[CH:16][C:17]([S:34]([CH3:22])(=[O:36])=[O:33])=[CH:18][CH:19]=2)=[CH:6][CH:7]=1, predict the reactants needed to synthesize it. The reactants are: [Br:1][C:2]1[CH:7]=[CH:6][C:5]([C:8]2[S:12][C:11]([CH3:13])=[N:10][C:9]=2[C:14]2[CH:19]=[CH:18][C:17](SC)=[CH:16][CH:15]=2)=[CH:4][CH:3]=1.[CH:22]1C=C(Cl)C=C(C(OO)=O)C=1.[O-:33][S:34]([O-:36])=O.[Na+].[Na+].